From a dataset of Full USPTO retrosynthesis dataset with 1.9M reactions from patents (1976-2016). Predict the reactants needed to synthesize the given product. (1) Given the product [O:14]=[C:12]1[N:11]([C:15]2[CH:16]=[C:17]3[C:22](=[CH:23][CH:24]=2)[CH2:21][NH:20][CH2:19][CH2:18]3)[CH2:10][C@H:9]([CH2:8][NH:7][C:5](=[O:6])[O:4][C:2]([CH3:3])([CH3:1])[CH3:35])[O:13]1, predict the reactants needed to synthesize it. The reactants are: [CH3:1][C:2]([CH3:35])([O:4][C:5]([NH:7][CH2:8][C@@H:9]1[O:13][C:12](=[O:14])[N:11]([C:15]2[CH:16]=[C:17]3[C:22](=[CH:23][CH:24]=2)[CH2:21][N:20](C(OCC2C=CC=CC=2)=O)[CH2:19][CH2:18]3)[CH2:10]1)=[O:6])[CH3:3]. (2) Given the product [CH2:1]([N:8]([CH2:9][C@@H:10]([C:19]1[CH:28]=[CH:27][C:26]([O:29][CH2:30][C:31]2[CH:32]=[CH:33][CH:34]=[CH:35][CH:36]=2)=[C:25]2[C:20]=1[CH:21]=[CH:22][C:23](=[O:37])[NH:24]2)[O:11][Si:12]([C:15]([CH3:18])([CH3:17])[CH3:16])([CH3:14])[CH3:13])[CH2:43][CH2:44][CH2:45][CH2:46][CH2:47][CH2:48][CH2:49][CH2:50][CH2:51][N:52]1[CH2:53][CH2:54][CH:55]([O:58][C:59](=[O:73])[NH:60][C:61]2[CH:66]=[CH:65][CH:64]=[CH:63][C:62]=2[C:67]2[CH:68]=[CH:69][CH:70]=[CH:71][CH:72]=2)[CH2:56][CH2:57]1)[C:2]1[CH:7]=[CH:6][CH:5]=[CH:4][CH:3]=1, predict the reactants needed to synthesize it. The reactants are: [CH2:1]([NH:8][CH2:9][C@@H:10]([C:19]1[CH:28]=[CH:27][C:26]([O:29][CH2:30][C:31]2[CH:36]=[CH:35][CH:34]=[CH:33][CH:32]=2)=[C:25]2[C:20]=1[CH:21]=[CH:22][C:23](=[O:37])[NH:24]2)[O:11][Si:12]([C:15]([CH3:18])([CH3:17])[CH3:16])([CH3:14])[CH3:13])[C:2]1[CH:7]=[CH:6][CH:5]=[CH:4][CH:3]=1.C(O)(=O)C.O=[CH:43][CH2:44][CH2:45][CH2:46][CH2:47][CH2:48][CH2:49][CH2:50][CH2:51][N:52]1[CH2:57][CH2:56][CH:55]([O:58][C:59](=[O:73])[NH:60][C:61]2[CH:66]=[CH:65][CH:64]=[CH:63][C:62]=2[C:67]2[CH:72]=[CH:71][CH:70]=[CH:69][CH:68]=2)[CH2:54][CH2:53]1.C(O[BH-](OC(=O)C)OC(=O)C)(=O)C.[Na+].C(=O)(O)[O-].[Na+].